This data is from Experimentally validated miRNA-target interactions with 360,000+ pairs, plus equal number of negative samples. The task is: Binary Classification. Given a miRNA mature sequence and a target amino acid sequence, predict their likelihood of interaction. (1) Result: 1 (interaction). The protein sequence of the target gene is MMYSPICLTQDEFHPFIEALLPHVRAIAYTWFNLQARKRKYFKKHEKRMSKDEERAVKDELLSEKPEIKQKWASRLLAKLRKDIRQEYREDFVLTVTGKKHPCCVLSNPDQKGKIRRIDCLRQADKVWRLDLVMVILFKGIPLESTDGERLMKSPHCTNPALCVQPHHITVSVKELDLFLAYYVQEQDSGQSGSPSHSDPAKNPPGYLEDSFVKSGVFNVSELVRVSRTPITQGTGVNFPIGEIPSQPYYHDMNSGVNLQRSLSSPPSSKRPKTISIDENMEPSPTGDFYPSPNSPAAGS.... The miRNA is mmu-miR-324-3p with sequence CCACUGCCCCAGGUGCUGCU. (2) The miRNA is hsa-miR-6884-5p with sequence AGAGGCUGAGAAGGUGAUGUUG. The protein sequence of the target gene is MAAPAPVTRQVSGAAALVPAPSGPDSGQPLAAAVAELPVLDARGQRVPFGALFRERRAVVVFVRHFLCYICKEYVEDLAKIPRSFLQEANVTLIVIGQSSYHHIEPFCKLTGYSHEIYVDPEREIYKRLGMKRGEEIASSGQSPHIKSNLLSGSLQSLWRAVTGPLFDFQGDPAQQGGTLILGPGNNIHFIHRDRNRLDHKPINSVLQLVGVQHVNFTNRPSVIHV. Result: 1 (interaction). (3) The miRNA is cel-miR-358-3p with sequence AUUGGUAUCCCUGUCAAGGUCU. The protein sequence of the target gene is MEKVQYLTRSAIRRASTIEMPQQARQNLQNLFINFCLILICLLLICIIVMLL. Result: 0 (no interaction).